From a dataset of NCI-60 drug combinations with 297,098 pairs across 59 cell lines. Regression. Given two drug SMILES strings and cell line genomic features, predict the synergy score measuring deviation from expected non-interaction effect. Drug 1: C(CN)CNCCSP(=O)(O)O. Drug 2: CC1CCCC2(C(O2)CC(NC(=O)CC(C(C(=O)C(C1O)C)(C)C)O)C(=CC3=CSC(=N3)C)C)C. Cell line: M14. Synergy scores: CSS=55.2, Synergy_ZIP=2.77, Synergy_Bliss=1.96, Synergy_Loewe=-35.2, Synergy_HSA=1.71.